From a dataset of Forward reaction prediction with 1.9M reactions from USPTO patents (1976-2016). Predict the product of the given reaction. (1) The product is: [Cl:22][C:23]1[CH:31]=[CH:30][C:26]([C:27]([NH:1][C:2]2[CH:7]=[C:6]([C:8]3[CH:13]=[CH:12][C:11]([C:14]([NH:16][CH2:17][CH:18]4[CH2:20][CH2:19]4)=[O:15])=[CH:10][CH:9]=3)[C:5]([CH3:21])=[CH:4][CH:3]=2)=[O:28])=[CH:25][CH:24]=1. Given the reactants [NH2:1][C:2]1[CH:3]=[CH:4][C:5]([CH3:21])=[C:6]([C:8]2[CH:13]=[CH:12][C:11]([C:14]([NH:16][CH2:17][CH:18]3[CH2:20][CH2:19]3)=[O:15])=[CH:10][CH:9]=2)[CH:7]=1.[Cl:22][C:23]1[CH:31]=[CH:30][C:26]([C:27](O)=[O:28])=[CH:25][CH:24]=1, predict the reaction product. (2) The product is: [CH2:1]([O:8][C@@H:9]1[C@@H:14]([O:15][CH2:16][C:17]2[CH:18]=[CH:19][CH:20]=[CH:21][CH:22]=2)[C@H:13]([O:23][CH2:24][C:25]2[CH:26]=[CH:27][CH:28]=[CH:29][CH:30]=2)[C@@H:12]([CH2:31][OH:32])[O:11][C@H:10]1[O:36][CH2:37][C@H:38]1[O:43][C@@H:42]([O:44][CH2:45][C@H:46]2[O:58][C@@H:50]([S:51][C:52]3[CH:57]=[CH:56][CH:55]=[CH:54][CH:53]=3)[C@H:49]([O:59][CH2:60][C:61]3[CH:66]=[CH:65][CH:64]=[CH:63][CH:62]=3)[C@@H:48]([O:67][CH2:68][C:69]3[CH:70]=[CH:71][CH:72]=[CH:73][CH:74]=3)[C@@H:47]2[O:75][CH2:76][C:77]2[CH:78]=[CH:79][CH:80]=[CH:81][CH:82]=2)[C@H:41]([O:83][CH2:84][C:85]2[CH:86]=[CH:87][CH:88]=[CH:89][CH:90]=2)[C@@H:40]([O:91][CH2:92][C:93]2[CH:98]=[CH:97][CH:96]=[CH:95][CH:94]=2)[C@@H:39]1[O:99][CH2:100][C:101]1[CH:106]=[CH:105][CH:104]=[CH:103][CH:102]=1)[C:2]1[CH:7]=[CH:6][CH:5]=[CH:4][CH:3]=1. Given the reactants [CH2:1]([O:8][C@@H:9]1[C@@H:14]([O:15][CH2:16][C:17]2[CH:22]=[CH:21][CH:20]=[CH:19][CH:18]=2)[C@H:13]([O:23][CH2:24][C:25]2[CH:30]=[CH:29][CH:28]=[CH:27][CH:26]=2)[C@@H:12]([CH2:31][O:32]C(=O)C)[O:11][C@H:10]1[O:36][CH2:37][C@H:38]1[O:43][C@@H:42]([O:44][CH2:45][C@H:46]2[O:58][C@@H:50]([S:51][C:52]3[CH:57]=[CH:56][CH:55]=[CH:54][CH:53]=3)[C@H:49]([O:59][CH2:60][C:61]3[CH:66]=[CH:65][CH:64]=[CH:63][CH:62]=3)[C@@H:48]([O:67][CH2:68][C:69]3[CH:74]=[CH:73][CH:72]=[CH:71][CH:70]=3)[C@@H:47]2[O:75][CH2:76][C:77]2[CH:82]=[CH:81][CH:80]=[CH:79][CH:78]=2)[C@H:41]([O:83][CH2:84][C:85]2[CH:90]=[CH:89][CH:88]=[CH:87][CH:86]=2)[C@@H:40]([O:91][CH2:92][C:93]2[CH:98]=[CH:97][CH:96]=[CH:95][CH:94]=2)[C@@H:39]1[O:99][CH2:100][C:101]1[CH:106]=[CH:105][CH:104]=[CH:103][CH:102]=1)[C:2]1[CH:7]=[CH:6][CH:5]=[CH:4][CH:3]=1.C([O-])([O-])=O.[Cs+].[Cs+], predict the reaction product. (3) Given the reactants [H-].[Na+].[NH:3]1[CH:7]=[CH:6][CH:5]=[N:4]1.[Cl:8][C:9]1[CH:40]=[CH:39][CH:38]=[CH:37][C:10]=1[CH2:11][N:12]([CH3:36])[C:13]([C:15]1[N:16]=[N:17][N:18]([CH2:21][C:22]2[CH:27]=[C:26]([C:28]([F:31])([F:30])[F:29])[CH:25]=[C:24]([C:32]([F:35])([F:34])[F:33])[CH:23]=2)[C:19]=1Cl)=[O:14].O, predict the reaction product. The product is: [Cl:8][C:9]1[CH:40]=[CH:39][CH:38]=[CH:37][C:10]=1[CH2:11][N:12]([CH3:36])[C:13]([C:15]1[N:16]=[N:17][N:18]([CH2:21][C:22]2[CH:27]=[C:26]([C:28]([F:31])([F:29])[F:30])[CH:25]=[C:24]([C:32]([F:35])([F:33])[F:34])[CH:23]=2)[C:19]=1[N:3]1[CH:7]=[CH:6][CH:5]=[N:4]1)=[O:14]. (4) Given the reactants [N:1]([C@@H:4]1[CH2:8][O:7][CH2:6][C@H:5]1[O:9][Si:10]([CH3:13])([CH3:12])[CH3:11])=[N+]=[N-], predict the reaction product. The product is: [CH3:11][Si:10]([CH3:13])([CH3:12])[O:9][C@@H:5]1[CH2:6][O:7][CH2:8][C@H:4]1[NH2:1]. (5) Given the reactants [CH3:1][O:2][C:3]1[CH:4]=[CH:5][C:6]([C:16](=O)[C:17]([CH3:23])([CH3:22])[C:18](OC)=[O:19])=[C:7]2[C:12]=1[N:11]=[C:10]([CH:13]([CH3:15])[CH3:14])[CH:9]=[CH:8]2.O.[NH2:26][NH2:27], predict the reaction product. The product is: [CH3:1][O:2][C:3]1[CH:4]=[CH:5][C:6]([C:16]2[C:17]([CH3:23])([CH3:22])[C:18](=[O:19])[NH:27][N:26]=2)=[C:7]2[C:12]=1[N:11]=[C:10]([CH:13]([CH3:15])[CH3:14])[CH:9]=[CH:8]2.